The task is: Predict the product of the given reaction.. This data is from Forward reaction prediction with 1.9M reactions from USPTO patents (1976-2016). (1) Given the reactants [CH3:1][N:2]1[CH2:15][CH2:14][C:5]2[NH:6][C:7]3[CH:8]=[CH:9][C:10]([CH3:13])=[CH:11][C:12]=3[C:4]=2[CH2:3]1.[CH:16]1([N:19]2[CH:24]=[C:23]([CH:25]=[CH2:26])[CH:22]=[CH:21][C:20]2=[O:27])[CH2:18][CH2:17]1.[OH-].[K+], predict the reaction product. The product is: [CH:16]1([N:19]2[CH:24]=[C:23]([CH2:25][CH2:26][N:6]3[C:7]4[CH:8]=[CH:9][C:10]([CH3:13])=[CH:11][C:12]=4[C:4]4[CH2:3][N:2]([CH3:1])[CH2:15][CH2:14][C:5]3=4)[CH:22]=[CH:21][C:20]2=[O:27])[CH2:18][CH2:17]1. (2) The product is: [NH2:11][C:12]1[CH:17]=[CH:16][C:15]([C:18]2[N:23]=[C:22]([N:24]3[CH2:29][CH2:28][O:27][CH2:26][CH2:25]3)[C:21]3=[CH:30][C:31]([C:33]([N:3]([CH3:4])[CH3:2])=[O:34])=[CH:32][N:20]3[N:19]=2)=[CH:14][CH:13]=1. Given the reactants Cl.[CH3:2][NH:3][CH3:4].C(=O)([O-])[O-].[K+].[K+].[NH2:11][C:12]1[CH:17]=[CH:16][C:15]([C:18]2[N:23]=[C:22]([N:24]3[CH2:29][CH2:28][O:27][CH2:26][CH2:25]3)[C:21]3=[CH:30][C:31]([C:33](O)=[O:34])=[CH:32][N:20]3[N:19]=2)=[CH:14][CH:13]=1.CN(C(ON1N=NC2C=CC=CC1=2)=[N+](C)C)C.F[P-](F)(F)(F)(F)F.C(N(CC)CC)C, predict the reaction product.